This data is from Full USPTO retrosynthesis dataset with 1.9M reactions from patents (1976-2016). The task is: Predict the reactants needed to synthesize the given product. (1) Given the product [NH2:34][C:17]1[C:16]2[N:15]=[C:14]([CH2:35][CH2:36][O:37][CH3:38])[N:13]([CH2:12][CH2:11][CH2:10][CH2:9][NH:8][S:40]([CH3:39])(=[O:42])=[O:41])[C:25]=2[C:24]2[CH:23]=[CH:22][C:21]([O:26][CH2:27][C:28]3[CH:29]=[CH:30][CH:31]=[CH:32][CH:33]=3)=[CH:20][C:19]=2[N:18]=1, predict the reactants needed to synthesize it. The reactants are: C(N(CC)CC)C.[NH2:8][CH2:9][CH2:10][CH2:11][CH2:12][N:13]1[C:25]2[C:24]3[CH:23]=[CH:22][C:21]([O:26][CH2:27][C:28]4[CH:33]=[CH:32][CH:31]=[CH:30][CH:29]=4)=[CH:20][C:19]=3[N:18]=[C:17]([NH2:34])[C:16]=2[N:15]=[C:14]1[CH2:35][CH2:36][O:37][CH3:38].[CH3:39][S:40](O[S:40]([CH3:39])(=[O:42])=[O:41])(=[O:42])=[O:41]. (2) Given the product [CH:1]1([C:5]2[CH:10]=[CH:9][CH:8]=[CH:7][C:6]=2[O:11][CH2:14][O:15][CH3:16])[CH2:2][CH2:3][CH2:4]1, predict the reactants needed to synthesize it. The reactants are: [CH:1]1([C:5]2[CH:10]=[CH:9][CH:8]=[CH:7][C:6]=2[OH:11])[CH2:4][CH2:3][CH2:2]1.[H-].[Na+].[CH3:14][O:15][CH2:16]Cl.O. (3) Given the product [C:12]([C:48]([C:40]1[CH:41]=[CH:42][C:43]([O:44][CH:45]([F:47])[F:46])=[C:38]([O:37][CH:34]2[CH2:36][CH2:35]2)[CH:39]=1)([C:50]1[CH:51]=[CH:52][C:53]([C:56]([O:59][CH2:60][O:61][CH2:62][CH2:63][Si:64]([CH3:67])([CH3:66])[CH3:65])([CH3:58])[CH3:57])=[N:54][CH:55]=1)[CH2:42][C:43]1[CH:1]=[N:2][CH:3]=[CH:39][CH:38]=1)([O:15][CH2:16][CH3:17])=[O:14], predict the reactants needed to synthesize it. The reactants are: [CH3:1][N:2](P(N(C)C)(N(C)C)=O)[CH3:3].[C:12]([O:15][C:16]1[C:17](CC)=NC=CC=1)(=[O:14])C.C[Si]([N-][Si](C)(C)C)(C)C.[K+].[CH:34]1([O:37][C:38]2[CH:39]=[C:40]([CH:48]([C:50]3[CH:51]=[CH:52][C:53]([C:56]([O:59][CH2:60][O:61][CH2:62][CH2:63][Si:64]([CH3:67])([CH3:66])[CH3:65])([CH3:58])[CH3:57])=[N:54][CH:55]=3)Cl)[CH:41]=[CH:42][C:43]=2[O:44][CH:45]([F:47])[F:46])[CH2:36][CH2:35]1. (4) Given the product [NH2:65][CH2:64][CH2:63][O:62][C:61]1[CH:60]=[C:59]([CH:75]=[C:74]([S:76]([F:79])([F:80])([F:81])([F:78])[F:77])[CH:73]=1)[C:57]([NH:56][C:53]1[CH:54]=[CH:55][C:50]([CH3:49])=[C:51]([N:82]2[C:89]3[N:85]([N:86]=[C:87]([C:90]4[CH:91]=[N:92][CH:93]=[CH:94][CH:95]=4)[CH:88]=3)[CH:84]=[CH:83]2)[CH:52]=1)=[O:58], predict the reactants needed to synthesize it. The reactants are: CC1C=CC(N)=CC=1N1C2N(N=C(C3C=NC=CC=3)C=2)C=C1.C(OC(NCCOC1C=C(C=C(S(F)(F)(F)(F)F)C=1)C(O)=O)=O)(C)(C)C.[CH3:49][C:50]1[CH:55]=[CH:54][C:53]([NH:56][C:57]([C:59]2[CH:60]=[C:61]([CH:73]=[C:74]([S:76]([F:81])([F:80])([F:79])([F:78])[F:77])[CH:75]=2)[O:62][CH2:63][CH2:64][NH:65]C(=O)OC(C)(C)C)=[O:58])=[CH:52][C:51]=1[N:82]1[C:89]2[N:85]([N:86]=[C:87]([C:90]3[CH:91]=[N:92][CH:93]=[CH:94][CH:95]=3)[CH:88]=2)[CH:84]=[CH:83]1.FC(F)(F)C(O)=O. (5) Given the product [CH3:2][N:3]([CH3:10])[CH2:4][CH2:5][CH2:6][C:7]([NH:26][C:24]1[CH:23]=[C:22]([N:27]2[CH2:32][CH2:31][O:30][CH2:29][CH2:28]2)[N:21]=[C:20]([C:15]2[CH:16]=[CH:17][CH:18]=[C:19]3[C:14]=2[CH:13]=[CH:12][NH:11]3)[CH:25]=1)=[O:8], predict the reactants needed to synthesize it. The reactants are: Cl.[CH3:2][N:3]([CH3:10])[CH2:4][CH2:5][CH2:6][C:7](O)=[O:8].[NH:11]1[C:19]2[C:14](=[C:15]([C:20]3[CH:25]=[C:24]([NH2:26])[CH:23]=[C:22]([N:27]4[CH2:32][CH2:31][O:30][CH2:29][CH2:28]4)[N:21]=3)[CH:16]=[CH:17][CH:18]=2)[CH:13]=[CH:12]1.CC(C)N=C=NC(C)C.CCN(CC)CC.ClC1C=C(N)C=C(N2CCOCC2)N=1. (6) Given the product [O:38]=[S:11]1(=[O:10])[CH2:16][CH2:15][CH:14]([C:17]2[C:25]3[C:20](=[C:21]([C:35]([NH2:37])=[O:36])[CH:22]=[C:23]([C:2]4[S:3][C:4]([CH2:7][O:8][CH3:9])=[CH:5][CH:6]=4)[CH:24]=3)[NH:19][CH:18]=2)[CH2:13][CH2:12]1, predict the reactants needed to synthesize it. The reactants are: Br[C:2]1[S:3][C:4]([CH2:7][O:8][CH3:9])=[CH:5][CH:6]=1.[O:10]=[S:11]1(=[O:38])[CH2:16][CH2:15][CH:14]([C:17]2[C:25]3[C:20](=[C:21]([C:35]([NH2:37])=[O:36])[CH:22]=[C:23](B4OC(C)(C)C(C)(C)O4)[CH:24]=3)[NH:19][CH:18]=2)[CH2:13][CH2:12]1.C([O-])([O-])=O.[K+].[K+].O. (7) Given the product [C:1]([NH:5][C:6]1[S:7][CH2:8][C:9]2([N:30]=1)[C:22]1[CH:21]=[C:20]([O:23][CH2:38][C:39]([CH3:42])([CH3:41])[CH3:40])[CH:19]=[CH:18][C:17]=1[O:16][C:15]1[C:10]2=[CH:11][C:12]([C:24]2[CH:25]=[N:26][CH:27]=[N:28][CH:29]=2)=[CH:13][CH:14]=1)([CH3:4])([CH3:2])[CH3:3], predict the reactants needed to synthesize it. The reactants are: [C:1]([NH:5][C:6]1[S:7][CH2:8][C:9]2([N:30]=1)[C:22]1[CH:21]=[C:20]([OH:23])[CH:19]=[CH:18][C:17]=1[O:16][C:15]1[C:10]2=[CH:11][C:12]([C:24]2[CH:25]=[N:26][CH:27]=[N:28][CH:29]=2)=[CH:13][CH:14]=1)([CH3:4])([CH3:3])[CH3:2].C(=O)([O-])[O-].[Cs+].[Cs+].I[CH2:38][C:39]([CH3:42])([CH3:41])[CH3:40]. (8) Given the product [C:1]([O:4][C:5]1[CH:6]=[C:7]2[C:12](=[CH:13][C:14]=1[O:15][CH3:16])[N:11]=[C:10]([C:17]1[CH:22]=[CH:21][CH:20]=[C:19]([C:23]3[CH:28]=[CH:27][CH:26]=[CH:25][CH:24]=3)[CH:18]=1)[N:9]=[C:8]2[Cl:37])(=[O:3])[CH3:2], predict the reactants needed to synthesize it. The reactants are: [C:1]([O:4][C:5]1[CH:6]=[C:7]2[C:12](=[CH:13][C:14]=1[O:15][CH3:16])[N:11]=[C:10]([C:17]1[CH:22]=[CH:21][CH:20]=[C:19]([C:23]3[CH:28]=[CH:27][CH:26]=[CH:25][CH:24]=3)[CH:18]=1)[NH:9][C:8]2=O)(=[O:3])[CH3:2].CN(C=O)C.O=S(Cl)[Cl:37]. (9) Given the product [CH2:1]([N:8]1[CH2:13][CH2:12][N:11]([C:14]([O:16][C:17]([CH3:19])([CH3:18])[CH3:20])=[O:15])[C@H:10]([CH2:21][N:22]([CH2:23][C:24]2[CH:29]=[CH:28][C:27]([O:30][CH3:31])=[CH:26][C:25]=2[O:32][CH3:33])[C:45](=[O:46])[C:44]2[CH:48]=[CH:49][CH:50]=[CH:51][C:43]=2[O:42][CH3:41])[CH2:9]1)[C:2]1[CH:7]=[CH:6][CH:5]=[CH:4][CH:3]=1, predict the reactants needed to synthesize it. The reactants are: [CH2:1]([N:8]1[CH2:13][CH2:12][N:11]([C:14]([O:16][C:17]([CH3:20])([CH3:19])[CH3:18])=[O:15])[C@H:10]([CH2:21][NH:22][CH2:23][C:24]2[CH:29]=[CH:28][C:27]([O:30][CH3:31])=[CH:26][C:25]=2[O:32][CH3:33])[CH2:9]1)[C:2]1[CH:7]=[CH:6][CH:5]=[CH:4][CH:3]=1.C(N(CC)CC)C.[CH3:41][O:42][C:43]1[CH:51]=[CH:50][CH:49]=[CH:48][C:44]=1[C:45](Cl)=[O:46].C(=O)([O-])O.[Na+].